This data is from Full USPTO retrosynthesis dataset with 1.9M reactions from patents (1976-2016). The task is: Predict the reactants needed to synthesize the given product. (1) Given the product [F:32][C:29]([F:30])([F:31])[C:26]1[CH:27]=[CH:28][C:23]([N:20]2[CH2:19][CH2:18][N:17]([S:14]([C:11]3[CH:10]=[CH:9][CH:8]=[C:7]4[C:12]=3[CH2:13][CH:5]([CH2:4][C:3]([OH:33])=[O:2])[CH2:6]4)(=[O:15])=[O:16])[CH2:22][CH2:21]2)=[CH:24][CH:25]=1, predict the reactants needed to synthesize it. The reactants are: C[O:2][C:3](=[O:33])[CH2:4][CH:5]1[CH2:13][C:12]2[C:7](=[CH:8][CH:9]=[CH:10][C:11]=2[S:14]([N:17]2[CH2:22][CH2:21][N:20]([C:23]3[CH:28]=[CH:27][C:26]([C:29]([F:32])([F:31])[F:30])=[CH:25][CH:24]=3)[CH2:19][CH2:18]2)(=[O:16])=[O:15])[CH2:6]1. (2) Given the product [N+:9]([C:8]1[C:3]([O:2][CH3:1])=[C:4]([C:23]2[S:27][C:26]([C:28]([OH:30])=[O:29])=[CH:25][CH:24]=2)[CH:5]=[C:6]([CH3:12])[CH:7]=1)([O-:11])=[O:10], predict the reactants needed to synthesize it. The reactants are: [CH3:1][O:2][C:3]1[C:8]([N+:9]([O-:11])=[O:10])=[CH:7][C:6]([CH3:12])=[CH:5][C:4]=1B1OC(C)(C)C(C)(C)O1.Br[C:23]1[S:27][C:26]([C:28]([OH:30])=[O:29])=[CH:25][CH:24]=1.C(=O)([O-])[O-].[Na+].[Na+]. (3) Given the product [CH3:27][N:28]1[CH:32]=[CH:31][C:30]([NH:33][C:14](=[O:16])[C@@H:13]([N:11]2[CH2:12][C:8]([O:7][C:6]3[CH:22]=[CH:23][CH:24]=[C:4]([CH2:3][C:2]([OH:1])([CH3:26])[CH3:25])[CH:5]=3)=[CH:9][C:10]2=[O:21])[CH2:17][CH:18]([CH3:19])[CH3:20])=[N:29]1, predict the reactants needed to synthesize it. The reactants are: [OH:1][C:2]([CH3:26])([CH3:25])[CH2:3][C:4]1[CH:5]=[C:6]([CH:22]=[CH:23][CH:24]=1)[O:7][C:8]1[CH2:12][N:11]([C@@H:13]([CH2:17][CH:18]([CH3:20])[CH3:19])[C:14]([OH:16])=O)[C:10](=[O:21])[CH:9]=1.[CH3:27][N:28]1[CH:32]=[CH:31][C:30]([NH2:33])=[N:29]1.C(N(CC)C(C)C)(C)C.F[P-](F)(F)(F)(F)F.N1(O[P+](N(C)C)(N(C)C)N(C)C)C2C=CC=CC=2N=N1. (4) Given the product [CH3:13][N:8]1[C:4]2[C:3](=[C:2]([N:15]([CH3:14])[C:16]3[CH:21]=[CH:20][CH:19]=[CH:18][CH:17]=3)[CH:7]=[CH:6][CH:22]=2)[C:10]([CH:11]=[O:12])=[CH:9]1, predict the reactants needed to synthesize it. The reactants are: Br[C:2]1[CH:7]=[CH:6]N=[C:4]2[N:8]([CH3:13])[CH:9]=[C:10]([CH:11]=[O:12])[C:3]=12.[CH3:14][NH:15][C:16]1[CH:21]=[CH:20][CH:19]=[CH:18][CH:17]=1.[CH:22]1(P(C2CCCCC2)C2C=CC=CC=2C2C(C(C)C)=CC(C(C)C)=CC=2C(C)C)CCCCC1.C(=O)([O-])[O-].[K+].[K+]. (5) The reactants are: [F:1][C:2]1[CH:3]=[C:4]([OH:11])[CH:5]=[CH:6][C:7]=1[N+:8]([O-:10])=[O:9].C(=O)([O-])[O-].[K+].[K+].[CH2:18](Br)[C:19]1[CH:24]=[CH:23][CH:22]=[CH:21][CH:20]=1. Given the product [CH2:18]([O:11][C:4]1[CH:5]=[CH:6][C:7]([N+:8]([O-:10])=[O:9])=[C:2]([F:1])[CH:3]=1)[C:19]1[CH:24]=[CH:23][CH:22]=[CH:21][CH:20]=1, predict the reactants needed to synthesize it. (6) Given the product [CH2:15]([O:14][C:12]([N:3]1[C:2]([CH3:1])([C:22]([OH:24])=[O:23])[CH2:11][C:10]2[C:5](=[CH:6][CH:7]=[CH:8][CH:9]=2)[CH2:4]1)=[O:13])[C:16]1[CH:21]=[CH:20][CH:19]=[CH:18][CH:17]=1, predict the reactants needed to synthesize it. The reactants are: [CH3:1][C:2]1([C:22]([O:24]C)=[O:23])[CH2:11][C:10]2[C:5](=[CH:6][CH:7]=[CH:8][CH:9]=2)[CH2:4][N:3]1[C:12]([O:14][CH2:15][C:16]1[CH:21]=[CH:20][CH:19]=[CH:18][CH:17]=1)=[O:13].[OH-].[Li+].CO. (7) The reactants are: [Cl:1][C:2]1[CH:10]=[CH:9][C:5]([C:6](Cl)=[O:7])=[CH:4][N:3]=1.[CH:11]1([C:17]2[CH:23]=[CH:22][C:20]([NH2:21])=[CH:19][CH:18]=2)[CH2:16][CH2:15][CH2:14][CH2:13][CH2:12]1.C(OCC)(=O)C. Given the product [Cl:1][C:2]1[CH:10]=[CH:9][C:5]([C:6]([NH:21][C:20]2[CH:22]=[CH:23][C:17]([CH:11]3[CH2:16][CH2:15][CH2:14][CH2:13][CH2:12]3)=[CH:18][CH:19]=2)=[O:7])=[CH:4][N:3]=1, predict the reactants needed to synthesize it. (8) Given the product [CH3:22][O:23][C:2]1[N:3]=[C:4]([NH:18][CH2:19][CH2:20][CH3:21])[C:5]2[N:6]=[C:7]([NH:16][CH3:17])[N:8]=[C:9]([NH:12][CH2:13][CH2:14][CH3:15])[C:10]=2[N:11]=1, predict the reactants needed to synthesize it. The reactants are: Cl[C:2]1[N:3]=[C:4]([NH:18][CH2:19][CH2:20][CH3:21])[C:5]2[N:6]=[C:7]([NH:16][CH3:17])[N:8]=[C:9]([NH:12][CH2:13][CH2:14][CH3:15])[C:10]=2[N:11]=1.[CH3:22][O-:23].[Na+]. (9) Given the product [Cl:15][C:13]1[CH:12]=[CH:11][C:10]2[NH:4][C:5](=[O:32])[CH:6]([CH2:26][C:27]([O:29][CH2:30][CH3:31])=[O:28])[O:7][CH:8]([C:16]3[C:25]4[O:24][CH2:23][CH2:22][O:21][C:20]=4[CH:19]=[CH:18][CH:17]=3)[C:9]=2[CH:14]=1, predict the reactants needed to synthesize it. The reactants are: C([N:4]1[C:10]2[CH:11]=[CH:12][C:13]([Cl:15])=[CH:14][C:9]=2[CH:8]([C:16]2[C:25]3[O:24][CH2:23][CH2:22][O:21][C:20]=3[CH:19]=[CH:18][CH:17]=2)[O:7][CH:6]([CH2:26][C:27]([O:29][CH2:30][CH3:31])=[O:28])[C:5]1=[O:32])C=C.C[Al](C)C.C(OCC)(=O)C.C(C(C(C([O-])=O)O)O)([O-])=O.[Na+].[K+].